This data is from Forward reaction prediction with 1.9M reactions from USPTO patents (1976-2016). The task is: Predict the product of the given reaction. (1) Given the reactants [CH3:1][O:2][C:3]1[CH:4]=[C:5]2[C:10](=[CH:11][C:12]=1[O:13][CH2:14][C@H:15]1[CH2:17][O:16]1)[N:9]=[CH:8][N:7]=[C:6]2[O:18][C:19]1[CH:20]=[C:21]2[C:25](=[CH:26][CH:27]=1)[NH:24][CH:23]=[C:22]2[CH3:28].[CH:29]([NH:32][CH:33]([CH3:35])[CH3:34])([CH3:31])[CH3:30], predict the reaction product. The product is: [OH:16][C@H:15]([CH2:17][N:32]([CH:33]([CH3:35])[CH3:34])[CH:29]([CH3:31])[CH3:30])[CH2:14][O:13][C:12]1[CH:11]=[C:10]2[C:5]([C:6]([O:18][C:19]3[CH:20]=[C:21]4[C:25](=[CH:26][CH:27]=3)[NH:24][CH:23]=[C:22]4[CH3:28])=[N:7][CH:8]=[N:9]2)=[CH:4][C:3]=1[O:2][CH3:1]. (2) Given the reactants C(OC1C=CC([CH2:15]/[C:16](/[C:23]2[N:24]([S:28]([N:31]([CH3:33])[CH3:32])(=[O:30])=[O:29])[CH:25]=[CH:26][N:27]=2)=[CH:17]/[C:18]([O:20][CH2:21][CH3:22])=[O:19])=CC=1)C1C=CC=CC=1.C([O:41][C:42]1[CH:47]=[CH:46][C:45](C/C(/C2SC=CN=2)=C/C(OCC)=O)=[CH:44][CH:43]=1)C1C=CC=CC=1, predict the reaction product. The product is: [CH3:33][N:31]([CH3:32])[S:28]([N:24]1[CH:25]=[CH:26][N:27]=[C:23]1[CH:16]([CH2:15][C:43]1[CH:44]=[CH:45][CH:46]=[CH:47][C:42]=1[OH:41])[CH2:17][C:18]([O:20][CH2:21][CH3:22])=[O:19])(=[O:30])=[O:29]. (3) Given the reactants [CH2:1]([O:3][C:4](=[O:20])[CH2:5][S:6][C:7]1[N:12]=[C:11]([NH2:13])[C:10]([CH2:14][C:15]2[S:16][CH:17]=[CH:18][CH:19]=2)=[CH:9][N:8]=1)[CH3:2].[CH:21](=O)[CH3:22].C(O)(=O)C.C([BH3-])#N.[Na+], predict the reaction product. The product is: [CH2:1]([O:3][C:4](=[O:20])[CH2:5][S:6][C:7]1[N:12]=[C:11]([NH:13][CH2:21][CH3:22])[C:10]([CH2:14][C:15]2[S:16][CH:17]=[CH:18][CH:19]=2)=[CH:9][N:8]=1)[CH3:2]. (4) Given the reactants C([O:3][C:4](=[O:24])[CH2:5][CH:6]1[C:14]2[C:9](=[CH:10][CH:11]=[C:12]([C:15]([F:18])([F:17])[F:16])[CH:13]=2)[C:8](=[O:19])[N:7]1[CH2:20][CH:21]1[CH2:23][CH2:22]1)C.[OH-].[Na+], predict the reaction product. The product is: [CH:21]1([CH2:20][N:7]2[C:8](=[O:19])[C:9]3[C:14](=[CH:13][C:12]([C:15]([F:17])([F:18])[F:16])=[CH:11][CH:10]=3)[CH:6]2[CH2:5][C:4]([OH:24])=[O:3])[CH2:23][CH2:22]1.